This data is from Full USPTO retrosynthesis dataset with 1.9M reactions from patents (1976-2016). The task is: Predict the reactants needed to synthesize the given product. Given the product [F:21][C:15]1[CH:16]=[CH:17][C:18]([F:20])=[CH:19][C:14]=1[C:10]1[NH:11][C:12]2[O:13][C:32](=[O:33])[CH:31]([CH2:30][C:25]3[CH:26]=[CH:27][CH:28]=[CH:29][C:24]=3[O:23][CH3:22])[CH:1]([C:2]3[CH:3]=[CH:4][CH:5]=[CH:6][CH:7]=3)[C:8]=2[N:9]=1, predict the reactants needed to synthesize it. The reactants are: [CH:1](=[C:8]1/[N:9]=[C:10]([C:14]2[CH:19]=[C:18]([F:20])[CH:17]=[CH:16][C:15]=2[F:21])[NH:11][C:12]/1=[O:13])/[C:2]1[CH:7]=[CH:6][CH:5]=[CH:4][CH:3]=1.[CH3:22][O:23][C:24]1[CH:29]=[CH:28][CH:27]=[CH:26][C:25]=1/[CH:30]=[CH:31]/[CH:32]=[O:33].